This data is from Full USPTO retrosynthesis dataset with 1.9M reactions from patents (1976-2016). The task is: Predict the reactants needed to synthesize the given product. (1) Given the product [F:25][C:26]1[CH:31]=[C:30]([N:20]2[C:21]3[C:17](=[CH:16][CH:15]=[C:14]([C:11]4[CH2:10][CH2:9][NH:8][CH2:13][CH:12]=4)[CH:22]=3)[C:18]([S:23][CH3:24])=[N:19]2)[CH:29]=[CH:28][CH:27]=1, predict the reactants needed to synthesize it. The reactants are: C(OC([N:8]1[CH2:13][CH:12]=[C:11]([C:14]2[CH:22]=[C:21]3[C:17]([C:18]([S:23][CH3:24])=[N:19][NH:20]3)=[CH:16][CH:15]=2)[CH2:10][CH2:9]1)=O)(C)(C)C.[F:25][C:26]1[CH:27]=[C:28](B(O)O)[CH:29]=[CH:30][CH:31]=1. (2) Given the product [Cl:1][C:2]1[CH:3]=[C:4]([C:8]2[N:9]=[C:10]([N:16]3[C:20]4[CH:21]=[C:22]([CH2:25][CH2:26][CH2:27][CH2:28][N:29]5[CH2:30][CH2:31][O:32][CH2:33][CH2:34]5)[CH:23]=[CH:24][C:19]=4[N:18]=[CH:17]3)[S:11][C:12]=2[C:13]([NH2:36])=[O:14])[CH:5]=[CH:6][CH:7]=1, predict the reactants needed to synthesize it. The reactants are: [Cl:1][C:2]1[CH:3]=[C:4]([C:8]2[N:9]=[C:10]([N:16]3[C:20]4[CH:21]=[C:22]([CH2:25][CH2:26][CH2:27][CH2:28][N:29]5[CH2:34][CH2:33][O:32][CH2:31][CH2:30]5)[CH:23]=[CH:24][C:19]=4[N:18]=[CH:17]3)[S:11][C:12]=2[C:13](O)=[O:14])[CH:5]=[CH:6][CH:7]=1.C[N:36](C(N(C)C)=[N+]1C2C(=NC=CC=2)N=N1)C.F[P-](F)(F)(F)(F)F.[Cl-].[NH4+].C(N(C(C)C)C(C)C)C. (3) Given the product [CH3:1][C:2]1[N:7]=[C:6]([C:8]2[N:10]=[C:13]([OH:14])[CH:12]=[C:11]([OH:17])[N:9]=2)[CH:5]=[CH:4][CH:3]=1, predict the reactants needed to synthesize it. The reactants are: [CH3:1][C:2]1[N:7]=[C:6]([C:8]([NH2:10])=[NH:9])[CH:5]=[CH:4][CH:3]=1.[C:11](OC)(=[O:17])[CH2:12][C:13](OC)=[O:14].C[O-].[Na+]. (4) Given the product [CH2:36]([N:16]1[C:17]2[C:22](=[CH:21][C:20]([N:23]3[CH2:28][CH2:27][N:26]([C:29]([O:31][C:32]([CH3:35])([CH3:34])[CH3:33])=[O:30])[CH2:25][CH2:24]3)=[CH:19][CH:18]=2)[C:14]([S:11]([C:1]2[C:10]3[C:5](=[CH:6][CH:7]=[CH:8][CH:9]=3)[CH:4]=[CH:3][CH:2]=2)(=[O:13])=[O:12])=[N:15]1)[CH:37]([CH3:39])[CH3:38], predict the reactants needed to synthesize it. The reactants are: [C:1]1([S:11]([C:14]2[C:22]3[C:17](=[CH:18][CH:19]=[C:20]([N:23]4[CH2:28][CH2:27][N:26]([C:29]([O:31][C:32]([CH3:35])([CH3:34])[CH3:33])=[O:30])[CH2:25][CH2:24]4)[CH:21]=3)[NH:16][N:15]=2)(=[O:13])=[O:12])[C:10]2[C:5](=[CH:6][CH:7]=[CH:8][CH:9]=2)[CH:4]=[CH:3][CH:2]=1.[CH3:36][C:37]([O-])([CH3:39])[CH3:38].[K+].C(I)C(C)C. (5) Given the product [CH2:33]([C@H:2]([NH:1][C:52](=[O:53])[C@H:51]([C:55]([CH3:57])([CH3:56])[CH3:58])[NH:50][C:48](=[O:49])[N:47]([CH3:59])[CH2:40][C:41]1[CH:46]=[CH:45][CH:44]=[CH:43][CH:42]=1)[C@@H:3]([OH:32])[CH2:4][C@@H:5]([CH2:6][C:7]1[CH:12]=[CH:11][C:10]([C:13]2[CH:18]=[CH:17][CH:16]=[CH:15][N:14]=2)=[CH:9][CH:8]=1)[NH:19][C:20](=[O:21])[C@@H:22]([NH:27][C:28](=[O:31])[O:29][CH3:30])[C:23]([CH3:26])([CH3:25])[CH3:24])[C:34]1[CH:35]=[CH:36][CH:37]=[CH:38][CH:39]=1, predict the reactants needed to synthesize it. The reactants are: [NH2:1][C@@H:2]([CH2:33][C:34]1[CH:39]=[CH:38][CH:37]=[CH:36][CH:35]=1)[C@@H:3]([OH:32])[CH2:4][C@H:5]([NH:19][C:20]([C@@H:22]([NH:27][C:28](=[O:31])[O:29][CH3:30])[C:23]([CH3:26])([CH3:25])[CH3:24])=[O:21])[CH2:6][C:7]1[CH:12]=[CH:11][C:10]([C:13]2[CH:18]=[CH:17][CH:16]=[CH:15][N:14]=2)=[CH:9][CH:8]=1.[CH2:40]([N:47]([CH3:59])[C:48]([NH:50][C@@H:51]([C:55]([CH3:58])([CH3:57])[CH3:56])[C:52](O)=[O:53])=[O:49])[C:41]1[CH:46]=[CH:45][CH:44]=[CH:43][CH:42]=1.CCOP(ON1N=NC2C=CC=CC=2C1=O)(OCC)=O.C(N(CC)C(C)C)(C)C. (6) Given the product [OH:32][C@@H:3]([C@@H:4]([NH:12][C:13](=[O:31])[C@@H:14]([N:18]1[CH2:22][CH2:21][N:20]([CH2:23][C:24]2[N:25]=[C:26]([CH3:29])[S:27][CH:28]=2)[C:19]1=[O:30])[CH:15]([CH3:17])[CH3:16])[CH2:5][C:6]1[CH:7]=[CH:8][CH:9]=[CH:10][CH:11]=1)[CH2:2][NH:1][CH2:48][CH:47]1[CH2:50][CH2:51][CH2:52][N:46]1[C:44]([O:39][C:40]([CH3:41])([CH3:43])[CH3:42])=[O:45], predict the reactants needed to synthesize it. The reactants are: [NH2:1][CH2:2][C@@H:3]([OH:32])[C@@H:4]([NH:12][C:13](=[O:31])[C@@H:14]([N:18]1[CH2:22][CH2:21][N:20]([CH2:23][C:24]2[N:25]=[C:26]([CH3:29])[S:27][CH:28]=2)[C:19]1=[O:30])[CH:15]([CH3:17])[CH3:16])[CH2:5][C:6]1[CH:11]=[CH:10][CH:9]=[CH:8][CH:7]=1.C1C=CC=CC=1.[O:39]([C:44]([N:46]1[CH2:52][CH2:51][CH2:50][C@H:47]1[CH:48]=O)=[O:45])[C:40]([CH3:43])([CH3:42])[CH3:41].[BH4-].[Na+]. (7) The reactants are: [Br:1][C:2]1[CH:3]=[CH:4][C:5]([F:21])=[C:6]([C@@:8]2([CH3:20])[NH:16][C:15](=S)[C:11]3([CH2:14][CH2:13][CH2:12]3)[S:10](=[O:19])(=[O:18])[CH2:9]2)[CH:7]=1.[NH3:22]. Given the product [Br:1][C:2]1[CH:3]=[CH:4][C:5]([F:21])=[C:6]([C@@:8]2([CH3:20])[N:16]=[C:15]([NH2:22])[C:11]3([CH2:14][CH2:13][CH2:12]3)[S:10](=[O:19])(=[O:18])[CH2:9]2)[CH:7]=1, predict the reactants needed to synthesize it.